From a dataset of Catalyst prediction with 721,799 reactions and 888 catalyst types from USPTO. Predict which catalyst facilitates the given reaction. Reactant: [C:1]([O:5][C:6]([NH:8][CH2:9][CH2:10][CH2:11][C@H:12]([NH:17][C:18]([C:20]1[C:21](=[O:35])[N:22]([CH2:26][C:27]2[CH:32]=[C:31]([F:33])[CH:30]=[C:29]([F:34])[CH:28]=2)[CH:23]=[CH:24][CH:25]=1)=[O:19])[C:13]([O:15]C)=[O:14])=[O:7])([CH3:4])([CH3:3])[CH3:2].C1COCC1.[OH-].[Na+]. Product: [C:1]([O:5][C:6]([NH:8][CH2:9][CH2:10][CH2:11][C@H:12]([NH:17][C:18]([C:20]1[C:21](=[O:35])[N:22]([CH2:26][C:27]2[CH:32]=[C:31]([F:33])[CH:30]=[C:29]([F:34])[CH:28]=2)[CH:23]=[CH:24][CH:25]=1)=[O:19])[C:13]([OH:15])=[O:14])=[O:7])([CH3:4])([CH3:2])[CH3:3]. The catalyst class is: 5.